Task: Predict the reactants needed to synthesize the given product.. Dataset: Full USPTO retrosynthesis dataset with 1.9M reactions from patents (1976-2016) (1) Given the product [Br:2][CH2:56][CH2:51][O:5][C:6]1[CH:7]=[CH:8][C:9]([N:12]2[CH:16]=[CH:15][N:14]([C:17]3[CH:22]=[CH:21][C:20]([O:23][C:24]4[CH:29]=[CH:28][CH:27]=[CH:26][CH:25]=4)=[CH:19][CH:18]=3)[C:13]2=[O:30])=[CH:10][CH:11]=1, predict the reactants needed to synthesize it. The reactants are: B(Br)(Br)[Br:2].[OH:5][C:6]1[CH:11]=[CH:10][C:9]([N:12]2[CH:16]=[CH:15][N:14]([C:17]3[CH:22]=[CH:21][C:20]([O:23][C:24]4[CH:29]=[CH:28][CH:27]=[CH:26][CH:25]=4)=[CH:19][CH:18]=3)[C:13]2=[O:30])=[CH:8][CH:7]=1.COC1C=CC(N2C=CN(C3C=CC(O[C:51]4[CH:56]=CC=CC=4)=CC=3)C2=O)=CC=1.C(=O)(O)[O-].[Na+]. (2) Given the product [CH2:15]([O:14][C:12]([C:8]1[N:7]([CH2:27][C@:24]([NH2:28])([C:22]2[CH:21]=[CH:20][CH:19]=[C:18]([Br:17])[CH:23]=2)[CH3:25])[CH:11]=[CH:10][N:9]=1)=[O:13])[CH3:16], predict the reactants needed to synthesize it. The reactants are: C(=O)([O-])[O-].[Cs+].[Cs+].[NH:7]1[CH:11]=[CH:10][N:9]=[C:8]1[C:12]([O:14][CH2:15][CH3:16])=[O:13].[Br:17][C:18]1[CH:19]=[CH:20][C:21](F)=[C:22]([C:24]([NH:28]C(=O)OC(C)(C)C)([CH3:27])[CH2:25]O)[CH:23]=1.[NH4+].[Cl-]. (3) Given the product [N:18]1[CH:23]=[CH:22][C:21]([C:24]2[CH:32]=[CH:31][CH:30]=[C:29]3[C:25]=2[CH2:26][CH:27]=[C:28]3[CH2:2][CH2:1][N:4]2[CH2:9][CH2:8][O:7][CH2:6][CH2:5]2)=[CH:20][CH:19]=1, predict the reactants needed to synthesize it. The reactants are: [C:1]([N:4]1[CH2:9][CH2:8][O:7][CH2:6][CH2:5]1)(=O)[CH3:2].[Li+].CC([N-]C(C)C)C.[N:18]1[CH:23]=[CH:22][C:21]([C:24]2[CH:32]=[CH:31][CH:30]=[C:29]3[C:25]=2[CH2:26][CH2:27][C:28]3=O)=[CH:20][CH:19]=1.[AlH3].N(CC)(C)C. (4) Given the product [CH3:11][O:12][CH2:13][O:1][C:2]1[CH:7]=[CH:6][CH:5]=[CH:4][C:3]=1[C:8](=[O:10])[CH3:9], predict the reactants needed to synthesize it. The reactants are: [OH:1][C:2]1[CH:7]=[CH:6][CH:5]=[CH:4][C:3]=1[C:8](=[O:10])[CH3:9].[CH3:11][O:12][CH2:13]Cl.C(=O)([O-])[O-].[K+].[K+]. (5) The reactants are: [NH:1]1[CH2:6][CH2:5][CH:4]([OH:7])[CH2:3][CH2:2]1.[C:8]1(=O)[CH2:11][CH2:10][CH2:9]1.C(O[BH-](OC(=O)C)OC(=O)C)(=O)C.[Na+]. Given the product [CH:8]1([N:1]2[CH2:6][CH2:5][CH:4]([OH:7])[CH2:3][CH2:2]2)[CH2:11][CH2:10][CH2:9]1, predict the reactants needed to synthesize it. (6) Given the product [CH:9]1([CH2:8][O:7][CH2:1][CH2:2][CH2:3][CH2:4][CH2:5][CH2:6][C:16]2[CH:21]=[CH:20][C:19]([N+:22]([O-:24])=[O:23])=[CH:18][CH:17]=2)[CH2:10][CH2:11][CH2:12][CH2:13][CH2:14]1, predict the reactants needed to synthesize it. The reactants are: [CH2:1]([O:7][CH2:8][CH:9]1[CH2:14][CH2:13][CH2:12][CH2:11][CH2:10]1)[CH2:2][CH2:3][CH2:4][CH:5]=[CH2:6].Br[C:16]1[CH:21]=[CH:20][C:19]([N+:22]([O-:24])=[O:23])=[CH:18][CH:17]=1. (7) The reactants are: [Cl:1][C@@H:2]1[CH2:6][N:5](C(OCC2C3C=CC=CC=3C3C2=CC=CC=3)=O)[C@@H:4]2[C@@H:24]([OH:27])[CH2:25][O:26][C@H:3]12.Cl[C@@H]1CN(C(OCC2C=CC=CC=2)=O)[C@@H]2[C@@H](O)CO[C@H]12.[H][H]. Given the product [Cl:1][C@@H:2]1[CH2:6][NH:5][C@@H:4]2[C@@H:24]([OH:27])[CH2:25][O:26][C@H:3]12, predict the reactants needed to synthesize it. (8) Given the product [Br:6][C:7]1[CH:11]=[C:10]([C:12]2[O:14][C:31](=[O:32])[C:30]3[CH:34]=[C:35]([Cl:39])[CH:36]=[C:37]([CH3:38])[C:29]=3[N:28]=2)[N:9]([C:15]2[C:20]([Cl:21])=[CH:19][CH:18]=[CH:17][N:16]=2)[N:8]=1, predict the reactants needed to synthesize it. The reactants are: CS(Cl)(=O)=O.[Br:6][C:7]1[CH:11]=[C:10]([C:12]([OH:14])=O)[N:9]([C:15]2[C:20]([Cl:21])=[CH:19][CH:18]=[CH:17][N:16]=2)[N:8]=1.N1C=CC=CC=1.[NH2:28][C:29]1[C:37]([CH3:38])=[CH:36][C:35]([Cl:39])=[CH:34][C:30]=1[C:31](O)=[O:32]. (9) Given the product [C:25]1([C:17]2[C:18]([C:19]3[CH:20]=[CH:21][N:22]=[CH:23][CH:24]=3)=[C:17]([C:25]3[CH:30]=[CH:29][CH:28]=[CH:27][CH:26]=3)[N:1]=[C:2]3[NH:3][N:4]=[C:5]([CH3:7])[C:6]=23)[CH:26]=[CH:27][CH:28]=[CH:29][CH:30]=1, predict the reactants needed to synthesize it. The reactants are: [NH2:1][C:2]1[NH:3][N:4]=[C:5]([CH3:7])[CH:6]=1.C(O[C:17]([C:25]1[CH:30]=[CH:29][CH:28]=[CH:27][CH:26]=1)=[CH:18][C:19]1[CH:24]=[CH:23][N:22]=[CH:21][CH:20]=1)(=O)C1C=CC=CC=1. (10) Given the product [CH2:34]([O:36][C:37]([C:38]1[C:39]([C:40]2[CH:45]=[CH:44][N:43]=[CH:42][CH:41]=2)=[C:21]([C:22]2[CH:23]=[CH:24][C:25]([F:28])=[CH:26][CH:27]=2)[NH:29][CH:30]=1)=[O:46])[CH3:35], predict the reactants needed to synthesize it. The reactants are: C([Li])CCC.CCCCCC.C1(C)C=CC(S([CH:21]([N+:29]#[C-:30])[C:22]2[CH:27]=[CH:26][C:25]([F:28])=[CH:24][CH:23]=2)(=O)=O)=CC=1.[Br-].[Li+].[CH2:34]([O:36][C:37](=[O:46])[CH:38]=[CH:39][C:40]1[CH:45]=[CH:44][N:43]=[CH:42][CH:41]=1)[CH3:35].